From a dataset of Reaction yield outcomes from USPTO patents with 853,638 reactions. Predict the reaction yield, written as a fraction of the theoretical maximum amount of product (1.0 means a 100% yield; for example, 0.34 means a 34% yield). The reactants are C([N-]C(C)C)(C)C.[Li+].[CH2:9]([O:11][C:12](=[O:22])[CH:13]([O:15][C:16]1[CH:21]=[CH:20][CH:19]=[CH:18][CH:17]=1)[CH3:14])[CH3:10].[CH2:23]([O:30][C:31]1[CH:38]=[CH:37][C:34]([CH:35]=[O:36])=[CH:33][CH:32]=1)[C:24]1[CH:29]=[CH:28][CH:27]=[CH:26][CH:25]=1. The catalyst is O1CCCC1. The product is [CH2:9]([O:11][C:12](=[O:22])[C:13]([O:15][C:16]1[CH:21]=[CH:20][CH:19]=[CH:18][CH:17]=1)([CH3:14])[CH:35]([C:34]1[CH:33]=[CH:32][C:31]([O:30][CH2:23][C:24]2[CH:25]=[CH:26][CH:27]=[CH:28][CH:29]=2)=[CH:38][CH:37]=1)[OH:36])[CH3:10]. The yield is 0.470.